Dataset: Catalyst prediction with 721,799 reactions and 888 catalyst types from USPTO. Task: Predict which catalyst facilitates the given reaction. (1) Reactant: [NH2:1][C:2]1[CH:3]=[C:4]([CH:18]=[CH:19][C:20]=1[NH2:21])[C:5]([NH:7][C:8]1[CH:13]=[CH:12][C:11]([C:14]([CH3:17])([CH3:16])[CH3:15])=[CH:10][CH:9]=1)=[O:6].[CH3:22][O:23][C:24](=[O:37])[CH2:25][CH2:26][C:27]1[CH:32]=[C:31]([CH3:33])[C:30]([CH:34]=O)=[C:29]([CH3:36])[CH:28]=1.OOS([O-])=O.[K+].C(OCC)(=O)C. Product: [C:14]([C:11]1[CH:12]=[CH:13][C:8]([NH:7][C:5]([C:4]2[CH:18]=[CH:19][C:20]3[N:21]=[C:34]([C:30]4[C:29]([CH3:36])=[CH:28][C:27](/[CH:26]=[CH:25]/[C:24]([O:23][CH3:22])=[O:37])=[CH:32][C:31]=4[CH3:33])[NH:1][C:2]=3[CH:3]=2)=[O:6])=[CH:9][CH:10]=1)([CH3:17])([CH3:16])[CH3:15]. The catalyst class is: 18. (2) Reactant: [NH2:1][C:2]1[N:3]=[C:4](Cl)[C:5]2[CH:10]=[CH:9][N:8]([C@@H:11]3[O:18][C@H:17]([CH2:19][OH:20])[C@@H:15]([OH:16])[C@H:12]3[O:13][CH3:14])[C:6]=2[N:7]=1.NC(N)=[S:24]. Product: [NH2:1][C:2]1[NH:3][C:4](=[S:24])[C:5]2[CH:10]=[CH:9][N:8]([C@@H:11]3[O:18][C@H:17]([CH2:19][OH:20])[C@@H:15]([OH:16])[C@H:12]3[O:13][CH3:14])[C:6]=2[N:7]=1. The catalyst class is: 14.